Dataset: Catalyst prediction with 721,799 reactions and 888 catalyst types from USPTO. Task: Predict which catalyst facilitates the given reaction. (1) Reactant: [Si:1]([O:8][CH:9]1[C:17]2[C:12](=[C:13]([C:18]3[S:19][C:20]([C:23]4[CH:24]=[CH:25][C:26](F)=[C:27]([CH:30]=4)[C:28]#[N:29])=[CH:21][N:22]=3)[CH:14]=[CH:15][CH:16]=2)[CH2:11][CH2:10]1)([C:4]([CH3:7])([CH3:6])[CH3:5])([CH3:3])[CH3:2].[CH3:32][CH:33]([CH3:35])[O-:34].[Na+]. Product: [Si:1]([O:8][CH:9]1[C:17]2[C:12](=[C:13]([C:18]3[S:19][C:20]([C:23]4[CH:24]=[CH:25][C:26]([O:34][CH:33]([CH3:35])[CH3:32])=[C:27]([CH:30]=4)[C:28]#[N:29])=[CH:21][N:22]=3)[CH:14]=[CH:15][CH:16]=2)[CH2:11][CH2:10]1)([C:4]([CH3:7])([CH3:6])[CH3:5])([CH3:3])[CH3:2]. The catalyst class is: 32. (2) Reactant: [F:1][C:2]1[CH:7]=[CH:6][C:5]([C:8]2[C:18]([C:19]([NH:21][CH3:22])=[O:20])=[C:11]3[CH:12]=[C:13]([O:16]C)[CH:14]=[CH:15][N:10]3[N:9]=2)=[CH:4][CH:3]=1.[B-](Br)(Br)(Br)[S+](C)C. Product: [F:1][C:2]1[CH:3]=[CH:4][C:5]([C:8]2[C:18]([C:19]([NH:21][CH3:22])=[O:20])=[C:11]3[CH:12]=[C:13]([OH:16])[CH:14]=[CH:15][N:10]3[N:9]=2)=[CH:6][CH:7]=1. The catalyst class is: 11. (3) Reactant: [F:1][C:2]1[CH:3]=[CH:4][C:5]2=[C:6]([CH:32]=1)[O:7][CH2:8][C:9]1[CH:19]=[C:18]([CH2:20][C:21]3[N:25]4[CH:26]=[CH:27][C:28](Br)=[CH:29][C:24]4=[N:23][C:22]=3[CH3:31])[CH:17]=[CH:16][C:10]=1/[C:11]/2=[C:12](/[CH3:15])\[C:13]#[N:14].[CH:33]1(B(O)O)[CH2:35][CH2:34]1.C1(P(C2CCCCC2)C2CCCCC2)CCCCC1.P([O-])([O-])([O-])=O.[K+].[K+].[K+].O. Product: [CH:33]1([C:28]2[CH:27]=[CH:26][N:25]3[C:21]([CH2:20][C:18]4[CH:17]=[CH:16][C:10]5/[C:11](=[C:12](/[CH3:15])\[C:13]#[N:14])/[C:5]6[CH:4]=[CH:3][C:2]([F:1])=[CH:32][C:6]=6[O:7][CH2:8][C:9]=5[CH:19]=4)=[C:22]([CH3:31])[N:23]=[C:24]3[CH:29]=2)[CH2:35][CH2:34]1. The catalyst class is: 164. (4) Reactant: O[CH2:2][CH2:3][C:4]1[C:13]([CH3:14])=[C:12]2[C:7]([CH2:8][CH2:9][C:10](=[O:15])[NH:11]2)=[CH:6][C:5]=1[CH2:16][CH2:17][NH:18][C:19](=[O:25])[O:20][C:21]([CH3:24])([CH3:23])[CH3:22].CS(Cl)(=O)=O.CC(C)([O-])C.[K+].[Cl-].[NH4+]. Product: [CH3:14][C:13]1[C:4]2[CH2:3][CH2:2][N:18]([C:19]([O:20][C:21]([CH3:24])([CH3:23])[CH3:22])=[O:25])[CH2:17][CH2:16][C:5]=2[CH:6]=[C:7]2[C:12]=1[NH:11][C:10](=[O:15])[CH2:9][CH2:8]2. The catalyst class is: 531. (5) Reactant: [CH:1]1([C:4](Cl)=[O:5])[CH2:3][CH2:2]1.[NH2:7][C:8]1[CH:13]=[CH:12][C:11]([S:14][C:15]2[C:16]([CH2:32][CH3:33])=[N:17][N:18]([CH2:22][CH2:23][NH:24][C:25](=[O:31])[O:26][C:27]([CH3:30])([CH3:29])[CH3:28])[C:19]=2[CH2:20][CH3:21])=[CH:10][CH:9]=1.C(N(CC)CC)C. Product: [CH:1]1([C:4]([NH:7][C:8]2[CH:13]=[CH:12][C:11]([S:14][C:15]3[C:16]([CH2:32][CH3:33])=[N:17][N:18]([CH2:22][CH2:23][NH:24][C:25](=[O:31])[O:26][C:27]([CH3:29])([CH3:28])[CH3:30])[C:19]=3[CH2:20][CH3:21])=[CH:10][CH:9]=2)=[O:5])[CH2:3][CH2:2]1. The catalyst class is: 4. (6) Reactant: [OH:1][C:2]1[CH:7]=[CH:6][CH:5]=[CH:4][C:3]=1[CH2:8][C:9]([O:11][CH3:12])=[O:10].[C:13]1(P([C:14]2[CH:15]=[CH:16]C=[CH:18][CH:13]=2)[C:14]2[CH:15]=[CH:16]C=[CH:18][CH:13]=2)[CH:18]=C[CH:16]=[CH:15][CH:14]=1.C=CC(O)CC.N(C(OC(C)C)=O)=NC(OC(C)C)=O. Product: [CH2:18]=[CH:13][CH:14]([O:1][C:2]1[CH:7]=[CH:6][CH:5]=[CH:4][C:3]=1[CH2:8][C:9]([O:11][CH3:12])=[O:10])[CH2:15][CH3:16]. The catalyst class is: 7. (7) Reactant: [H-].[Na+].[C:3]([C:7]([C:10]([C:13]([C:16]([CH2:19][OH:20])([F:18])[F:17])([F:15])[F:14])([F:12])[F:11])([F:9])[F:8])([F:6])([F:5])[F:4].[OH-:21].[Na+].Cl.[OH2:24]. Product: [C:3]([C:7]([C:10]([C:13]([C:16]([CH2:19][O:20][C:7]([C:10]([OH:24])=[O:21])([C:3]([F:6])([F:5])[F:4])[F:8])([F:17])[F:18])([F:15])[F:14])([F:12])[F:11])([F:9])[F:8])([F:6])([F:5])[F:4]. The catalyst class is: 1. (8) Reactant: [OH:1][CH2:2][CH2:3][C:4]1[N:8]([CH2:9][C:10]2[CH:17]=[CH:16][C:13]([C:14]#[N:15])=[CH:12][CH:11]=2)[CH:7]=[N:6][CH:5]=1.O[C:19]1[C:20]([CH2:30][S:31]([C:34]2[CH:39]=[CH:38][CH:37]=[CH:36][N:35]=2)(=[O:33])=[O:32])=[C:21]2[C:26](=[CH:27][CH:28]=1)[C:25](=[O:29])[CH2:24][CH2:23][CH2:22]2.C1(P(C2C=CC=CC=2)C2C=CC=CC=2)C=CC=CC=1.N(C(OC(C)C)=O)=NC(OC(C)C)=O. Product: [O:29]=[C:25]1[CH2:24][CH2:23][CH2:22][C:21]2[C:20]([CH2:30][S:31]([C:34]3[CH:39]=[CH:38][CH:37]=[CH:36][N:35]=3)(=[O:33])=[O:32])=[C:19]([O:1][CH2:2][CH2:3][C:4]3[N:8]([CH2:9][C:10]4[CH:17]=[CH:16][C:13]([C:14]#[N:15])=[CH:12][CH:11]=4)[CH:7]=[N:6][CH:5]=3)[CH:28]=[CH:27][C:26]1=2. The catalyst class is: 7.